Dataset: Full USPTO retrosynthesis dataset with 1.9M reactions from patents (1976-2016). Task: Predict the reactants needed to synthesize the given product. (1) The reactants are: [CH3:1][C:2]1[CH:3]=[CH:4][CH:5]=[CH:6][C:7]=1[CH3:8].ClCCCl.[N+:13]([O-:16])([OH:15])=[O:14]. Given the product [N+:13]([C:3]1[CH:4]=[CH:5][CH:6]=[C:7]([CH3:8])[C:2]=1[CH3:1])([O-:15])=[O:14].[N+:13]([C:4]1[CH:3]=[C:2]([CH3:1])[C:7]([CH3:8])=[CH:6][CH:5]=1)([O-:16])=[O:14], predict the reactants needed to synthesize it. (2) Given the product [F:12][C:13]1[C:9](=[O:10])[CH2:8][C:7]2[C:11]3[C:16](=[N:17][C:18]=2[CH:14]=1)[C:32]1=[CH:33][CH2:34][C:35]2[C:39]([N:38]=[CH:37][CH:36]=2)=[C:31]1[C:29]1=[CH:42][N:43]([CH3:44])[C:45](=[O:46])[C:28]=31, predict the reactants needed to synthesize it. The reactants are: CC([O-])(C)C.[K+].[CH2:7]1[CH2:11][O:10][CH2:9][CH2:8]1.[F:12][C:13]1C=CC=[C:18]2[C:14]=1C(CC(N)=O)=[CH:16][NH:17]2.CO[C:28](=O)[C:29]([C:31]1[CH:32]=[CH:33][CH:34]=[C:35]2[C:39]=1[N:38](C)[CH:37]=[CH:36]2)=O.[CH3:42][N:43]([CH:45]=[O:46])[CH3:44].